Dataset: Catalyst prediction with 721,799 reactions and 888 catalyst types from USPTO. Task: Predict which catalyst facilitates the given reaction. Reactant: [CH2:1]([N:5]1[CH:9]=[C:8]([C:10]([CH3:13])([CH3:12])[CH3:11])[S:7]/[C:6]/1=[N:14]\[C:15](=O)[C:16]1[CH:21]=[C:20]([Cl:22])[CH:19]=[CH:18][C:17]=1[O:23][CH3:24])[CH2:2][CH2:3][CH3:4].COC1C=CC(P2(SP(C3C=CC(OC)=CC=3)(=S)S2)=[S:35])=CC=1. Product: [CH2:1]([N:5]1[CH:9]=[C:8]([C:10]([CH3:13])([CH3:12])[CH3:11])[S:7]/[C:6]/1=[N:14]\[C:15]([C:16]1[CH:21]=[C:20]([Cl:22])[CH:19]=[CH:18][C:17]=1[O:23][CH3:24])=[S:35])[CH2:2][CH2:3][CH3:4]. The catalyst class is: 260.